Dataset: Full USPTO retrosynthesis dataset with 1.9M reactions from patents (1976-2016). Task: Predict the reactants needed to synthesize the given product. (1) The reactants are: C(OC(=O)NC1SC(I)=CC=1C(N)=O)C1C=CC=CC=1.C(OC(=O)[NH:30][C:31]1[S:32][C:33]([C:39]2[CH:44]=[CH:43][CH:42]=[CH:41][C:40]=2[F:45])=[CH:34][C:35]=1[C:36]([NH2:38])=[O:37])C1C=CC=CC=1. Given the product [NH2:30][C:31]1[S:32][C:33]([C:39]2[CH:44]=[CH:43][CH:42]=[CH:41][C:40]=2[F:45])=[CH:34][C:35]=1[C:36]([NH2:38])=[O:37], predict the reactants needed to synthesize it. (2) Given the product [CH3:1][O:2][C:3](=[O:16])[CH2:4][CH2:5][N:6]1[C:10]2[CH:11]=[CH:12][CH:13]=[CH:14][C:9]=2[N:8]([CH2:33][C:29]2[C:30]3[C:25](=[CH:24][C:23]([O:22][Si:21]([C:17]([CH3:20])([CH3:19])[CH3:18])([CH3:36])[CH3:35])=[CH:32][CH:31]=3)[CH:26]=[CH:27][CH:28]=2)[C:7]1=[O:15], predict the reactants needed to synthesize it. The reactants are: [CH3:1][O:2][C:3](=[O:16])[CH2:4][CH2:5][N:6]1[C:10]2[CH:11]=[CH:12][CH:13]=[CH:14][C:9]=2[NH:8][C:7]1=[O:15].[C:17]([Si:21]([CH3:36])([CH3:35])[O:22][C:23]1[CH:24]=[C:25]2[C:30](=[CH:31][CH:32]=1)[C:29]([CH2:33]O)=[CH:28][CH:27]=[CH:26]2)([CH3:20])([CH3:19])[CH3:18].C1(P(C2C=CC=CC=2)C2C=CC=CC=2)C=CC=CC=1.CC(OC(/N=N/C(OC(C)C)=O)=O)C. (3) Given the product [C:1]([C:3]1[CH:4]=[C:5]([C:13]2[S:14][C:15]([C:18]3[C:19]([CH2:33][CH3:34])=[C:20]([CH2:24][N:25]4[CH2:26][CH:27]([C:29]([OH:31])=[O:30])[CH2:28]4)[CH:21]=[CH:22][CH:23]=3)=[CH:16][N:17]=2)[CH:6]=[CH:7][C:8]=1[O:9][CH:10]([CH3:12])[CH3:11])#[N:2], predict the reactants needed to synthesize it. The reactants are: [C:1]([C:3]1[CH:4]=[C:5]([C:13]2[S:14][C:15]([C:18]3[C:19]([CH2:33][CH3:34])=[C:20]([CH2:24][N:25]4[CH2:28][CH:27]([C:29]([O:31]C)=[O:30])[CH2:26]4)[CH:21]=[CH:22][CH:23]=3)=[CH:16][N:17]=2)[CH:6]=[CH:7][C:8]=1[O:9][CH:10]([CH3:12])[CH3:11])#[N:2].[OH-].[Na+]. (4) Given the product [N+:1]([C:4]1[CH:5]=[CH:6][CH:7]=[C:8]2[C:12]=1[N:11]([CH2:13][C:14]([OH:16])=[O:15])[CH:10]=[CH:9]2)([O-:3])=[O:2], predict the reactants needed to synthesize it. The reactants are: [N+:1]([C:4]1[CH:5]=[CH:6][CH:7]=[C:8]2[C:12]=1[N:11]([CH2:13][C:14]([O:16]C)=[O:15])[CH:10]=[CH:9]2)([O-:3])=[O:2].[Li+].[OH-].Cl. (5) Given the product [CH2:22]([N:13]1[CH:14]=[C:10]([C@@H:8]([NH:7][S@@:5]([C:2]([CH3:3])([CH3:4])[CH3:1])=[O:6])[CH3:9])[C:11]([CH3:15])=[N:12]1)[C:23]1[CH:28]=[CH:27][CH:26]=[CH:25][CH:24]=1, predict the reactants needed to synthesize it. The reactants are: [CH3:1][C:2]([S@:5]([NH:7][C@H:8]([C:10]1[C:11]([CH3:15])=[N:12][NH:13][CH:14]=1)[CH3:9])=[O:6])([CH3:4])[CH3:3].C([O-])([O-])=O.[Cs+].[Cs+].[CH2:22](Br)[C:23]1[CH:28]=[CH:27][CH:26]=[CH:25][CH:24]=1.N1C=CC=N1. (6) Given the product [CH3:1][S:2][C:3]1[CH:4]=[CH:5][C:6]([CH:9]([CH2:14][CH:15]2[CH2:16][CH2:17][O:18][CH2:19][CH2:20]2)[C:10](=[O:13])[CH2:11][CH2:12][C:27]([C:22]2[CH:23]=[CH:24][CH:25]=[CH:26][N:21]=2)=[O:28])=[N:7][CH:8]=1, predict the reactants needed to synthesize it. The reactants are: [CH3:1][S:2][C:3]1[CH:4]=[CH:5][C:6]([CH:9]([CH2:14][CH:15]2[CH2:20][CH2:19][O:18][CH2:17][CH2:16]2)[C:10](=[O:13])[CH:11]=[CH2:12])=[N:7][CH:8]=1.[N:21]1[CH:26]=[CH:25][CH:24]=[CH:23][C:22]=1[CH:27]=[O:28].C(N(CC)CC)C. (7) The reactants are: [NH2:1][C:2]1[N:6]([C:7]2[C:12]([Cl:13])=[CH:11][CH:10]=[CH:9][C:8]=2[Cl:14])[N:5]=[C:4]([CH:15]([CH3:17])[CH3:16])[C:3]=1[C:18]#[N:19].[OH-:20].[Na+]. Given the product [NH2:1][C:2]1[N:6]([C:7]2[C:8]([Cl:14])=[CH:9][CH:10]=[CH:11][C:12]=2[Cl:13])[N:5]=[C:4]([CH:15]([CH3:17])[CH3:16])[C:3]=1[C:18]([NH2:19])=[O:20], predict the reactants needed to synthesize it. (8) Given the product [NH2:16][C:17]1[CH:24]=[C:23]([O:25][CH3:26])[C:22]([O:27][CH3:28])=[CH:21][C:18]=1[C:19]([C:12]1[CH:13]=[CH:14][C:9]([CH:6]([CH3:8])[CH3:7])=[CH:10][CH:11]=1)=[O:29], predict the reactants needed to synthesize it. The reactants are: [Li]CCCC.[CH:6]([C:9]1[CH:14]=[CH:13][C:12](Br)=[CH:11][CH:10]=1)([CH3:8])[CH3:7].[NH2:16][C:17]1[CH:24]=[C:23]([O:25][CH3:26])[C:22]([O:27][CH3:28])=[CH:21][C:18]=1[C:19]#N.[OH2:29]. (9) Given the product [C:40]([OH:52])(=[O:51])[CH2:41][C:42]([CH2:47][C:48]([OH:50])=[O:49])([C:44]([OH:46])=[O:45])[OH:43].[NH2:1][C:2]1[C:7]2[C:8]([C:11]3[CH:12]=[CH:13][C:14]([NH:17][C:18]([NH:20][C:21]4[CH:26]=[CH:25][CH:24]=[C:23]([F:27])[CH:22]=4)=[O:19])=[CH:15][CH:16]=3)=[CH:9][S:10][C:6]=2[C:5]([C:28]2[CH:29]=[N:30][N:31]([CH2:33][CH2:34][OH:35])[CH:32]=2)=[CH:4][N:3]=1, predict the reactants needed to synthesize it. The reactants are: [NH2:1][C:2]1[C:7]2[C:8]([C:11]3[CH:16]=[CH:15][C:14]([NH:17][C:18]([NH:20][C:21]4[CH:26]=[CH:25][CH:24]=[C:23]([F:27])[CH:22]=4)=[O:19])=[CH:13][CH:12]=3)=[CH:9][S:10][C:6]=2[C:5]([C:28]2[CH:29]=[N:30][N:31]([CH2:33][CH2:34][OH:35])[CH:32]=2)=[CH:4][N:3]=1.CC(C)=O.[C:40]([OH:52])(=[O:51])[CH2:41][C:42]([CH2:47][C:48]([OH:50])=[O:49])([C:44]([OH:46])=[O:45])[OH:43].